Task: Predict the product of the given reaction.. Dataset: Forward reaction prediction with 1.9M reactions from USPTO patents (1976-2016) Given the reactants C([O:3][C:4]([C:6]1[NH:15][C:9]2=[CH:10][N:11]=[C:12]([Cl:14])[CH:13]=[C:8]2[CH:7]=1)=[O:5])C.[OH-].[Na+], predict the reaction product. The product is: [Cl:14][C:12]1[CH:13]=[C:8]2[CH:7]=[C:6]([C:4]([OH:5])=[O:3])[NH:15][C:9]2=[CH:10][N:11]=1.